The task is: Predict which catalyst facilitates the given reaction.. This data is from Catalyst prediction with 721,799 reactions and 888 catalyst types from USPTO. Reactant: [CH3:1][C:2]1[CH:7]=[C:6]([O:8][CH2:9][C:10]2([CH3:14])[CH2:13][O:12][CH2:11]2)[CH:5]=[C:4]([CH3:15])[C:3]=1[C:16]1[CH:21]=[CH:20][CH:19]=[C:18]([CH2:22][O:23][C:24]2[CH:29]=[CH:28][C:27]([C:30]3([CH2:34][C:35]([O:37]CC)=[O:36])[CH2:33][O:32][CH2:31]3)=[CH:26][CH:25]=2)[CH:17]=1. Product: [CH3:15][C:4]1[CH:5]=[C:6]([O:8][CH2:9][C:10]2([CH3:14])[CH2:11][O:12][CH2:13]2)[CH:7]=[C:2]([CH3:1])[C:3]=1[C:16]1[CH:21]=[CH:20][CH:19]=[C:18]([CH2:22][O:23][C:24]2[CH:29]=[CH:28][C:27]([C:30]3([CH2:34][C:35]([OH:37])=[O:36])[CH2:33][O:32][CH2:31]3)=[CH:26][CH:25]=2)[CH:17]=1. The catalyst class is: 36.